This data is from CYP2D6 inhibition data for predicting drug metabolism from PubChem BioAssay. The task is: Regression/Classification. Given a drug SMILES string, predict its absorption, distribution, metabolism, or excretion properties. Task type varies by dataset: regression for continuous measurements (e.g., permeability, clearance, half-life) or binary classification for categorical outcomes (e.g., BBB penetration, CYP inhibition). Dataset: cyp2d6_veith. (1) The molecule is Cc1sc(NC(=S)NC(=O)C(C)(C)C)c(C(N)=O)c1C. The result is 0 (non-inhibitor). (2) The compound is O=c1c(-c2cccc(F)c2)nc2cncnc2n1-c1ccccc1. The result is 0 (non-inhibitor). (3) The molecule is COc1ccc(-c2cc(C(F)(F)F)n3nc(C(=O)N4CCCCC4)cc3n2)cc1. The result is 0 (non-inhibitor). (4) The drug is OCCCNCc1ccncc1. The result is 0 (non-inhibitor). (5) The drug is O=C(O)CCSCc1ccc(I)cc1. The result is 0 (non-inhibitor). (6) The drug is Cc1ccc2c(c1)nnn2C1CCN(CC(=O)N2c3ccccc3CC2C)CC1. The result is 1 (inhibitor). (7) The molecule is COc1ccc(C(=O)N2CCC[C@@]3(CCN(c4ccccn4)C3)C2)cc1. The result is 0 (non-inhibitor).